Dataset: Reaction yield outcomes from USPTO patents with 853,638 reactions. Task: Predict the reaction yield, written as a fraction of the theoretical maximum amount of product (1.0 means a 100% yield; for example, 0.34 means a 34% yield). (1) The reactants are [CH2:1]([N:3]1[C:11]2[C:6](=[CH:7][CH:8]=[C:9]([O:12][CH3:13])[CH:10]=2)[C:5]([C:14]#[N:15])=[C:4]1[I:16])[CH3:2].[N+:17]([O-])([OH:19])=[O:18]. The catalyst is C(O)(=O)C. The product is [CH2:1]([N:3]1[C:11]2[C:6](=[CH:7][C:8]([N+:17]([O-:19])=[O:18])=[C:9]([O:12][CH3:13])[CH:10]=2)[C:5]([C:14]#[N:15])=[C:4]1[I:16])[CH3:2]. The yield is 0.290. (2) The reactants are [C:1]12([NH2:11])[CH2:10][CH:5]3[CH2:6][CH:7]([CH2:9][CH:3]([CH2:4]3)[CH2:2]1)[CH2:8]2.[F:12][C:13]([S:16][C:17]1[CH:24]=[CH:23][C:20]([CH:21]=O)=[CH:19][CH:18]=1)([F:15])[F:14]. No catalyst specified. The product is [C:1]12([NH:11][CH2:21][C:20]3[CH:23]=[CH:24][C:17]([S:16][C:13]([F:15])([F:12])[F:14])=[CH:18][CH:19]=3)[CH2:8][CH:7]3[CH2:6][CH:5]([CH2:4][CH:3]([CH2:9]3)[CH2:2]1)[CH2:10]2. The yield is 0.730. (3) The reactants are Cl.Cl.C(O[C:6]([C:8]1[CH:9]=[C:10]2[C:14](=[CH:15][CH:16]=1)[NH:13][N:12]=[C:11]2[C:17]1[CH:26]=[CH:25][C:24]2[C:19](=[CH:20][CH:21]=[C:22]([O:27][CH3:28])[CH:23]=2)[CH:18]=1)=[NH:7])C.[CH3:29][C@H:30]1[CH2:35][CH2:34][CH2:33][C@@H:32]([CH3:36])[N:31]1[CH2:37][C:38]([NH:40][NH2:41])=O.C(N(CC)CC)C. The catalyst is CO. The product is [CH3:29][C@H:30]1[CH2:35][CH2:34][CH2:33][C@@H:32]([CH3:36])[N:31]1[CH2:37][C:38]1[NH:40][N:41]=[C:6]([C:8]2[CH:9]=[C:10]3[C:14](=[CH:15][CH:16]=2)[NH:13][N:12]=[C:11]3[C:17]2[CH:26]=[CH:25][C:24]3[C:19](=[CH:20][CH:21]=[C:22]([O:27][CH3:28])[CH:23]=3)[CH:18]=2)[N:7]=1. The yield is 0.120. (4) The reactants are Cl[C:2]1[C:7]([C:8]([NH2:10])=[O:9])=[CH:6][N:5]=[C:4]2[N:11]([CH2:14][O:15][CH2:16][CH2:17][Si:18]([CH3:21])([CH3:20])[CH3:19])[CH:12]=[CH:13][C:3]=12.C(N(CC)C(C)C)(C)C.[CH:31]1([NH2:37])[CH2:36][CH2:35][CH2:34][CH2:33][CH2:32]1.O. The catalyst is CN(C)C(=O)C. The product is [CH:31]1([NH:37][C:2]2[C:7]([C:8]([NH2:10])=[O:9])=[CH:6][N:5]=[C:4]3[N:11]([CH2:14][O:15][CH2:16][CH2:17][Si:18]([CH3:21])([CH3:20])[CH3:19])[CH:12]=[CH:13][C:3]=23)[CH2:36][CH2:35][CH2:34][CH2:33][CH2:32]1. The yield is 1.00. (5) No catalyst specified. The product is [CH3:1][C:2]1[C:6]([CH2:7][N:8]2[CH:12]=[C:11]([N:13]3[C:17](=[O:18])[C:16]([CH3:19])([CH3:20])[N:15]([CH2:24][C:25]4[CH:30]=[CH:29][C:28]([O:31][CH3:32])=[CH:27][CH:26]=4)[C:14]3=[O:21])[CH:10]=[N:9]2)=[C:5]([CH3:22])[O:4][N:3]=1. The reactants are [CH3:1][C:2]1[C:6]([CH2:7][N:8]2[CH:12]=[C:11]([N:13]3[C:17](=[O:18])[C:16]([CH3:20])([CH3:19])[NH:15][C:14]3=[O:21])[CH:10]=[N:9]2)=[C:5]([CH3:22])[O:4][N:3]=1.Br[CH2:24][C:25]1[CH:30]=[CH:29][C:28]([O:31][CH3:32])=[CH:27][CH:26]=1. The yield is 0.350. (6) The reactants are [CH2:1]([S:4][CH2:5][C:6]1[N:7]=[C:8]([NH:11][C:12](=[O:18])[O:13][C:14]([CH3:17])([CH3:16])[CH3:15])[S:9][CH:10]=1)[CH2:2][CH3:3].[OH:19]OS([O-])=O.[K+].[OH2:25]. The catalyst is CO. The product is [CH2:1]([S:4]([CH2:5][C:6]1[N:7]=[C:8]([NH:11][C:12](=[O:18])[O:13][C:14]([CH3:17])([CH3:16])[CH3:15])[S:9][CH:10]=1)(=[O:19])=[O:25])[CH2:2][CH3:3]. The yield is 0.970. (7) The reactants are [OH:1][C:2]1[CH:3]=[C:4]([C:8]2[N:9]=[C:10]([N:26]3[CH2:31][CH2:30][O:29][CH2:28][CH2:27]3)[C:11]3[N:16]=[N:15][N:14]([C:17]4[CH:18]=[C:19]([CH:23]=[CH:24][CH:25]=4)[C:20]([O-:22])=[O:21])[C:12]=3[N:13]=2)[CH:5]=[CH:6][CH:7]=1.[OH-].[Na+].Cl. The catalyst is C1COCC1. The product is [OH:1][C:2]1[CH:3]=[C:4]([C:8]2[N:9]=[C:10]([N:26]3[CH2:27][CH2:28][O:29][CH2:30][CH2:31]3)[C:11]3[N:16]=[N:15][N:14]([C:17]4[CH:18]=[C:19]([CH:23]=[CH:24][CH:25]=4)[C:20]([OH:22])=[O:21])[C:12]=3[N:13]=2)[CH:5]=[CH:6][CH:7]=1. The yield is 0.270. (8) The reactants are [CH3:1][O:2][C:3]1[C:11]2[O:10][C:9]([CH3:13])([CH3:12])[CH2:8][C:7]=2[C:6]([CH3:14])=[C:5]([N:15]2[CH2:20][CH2:19][NH:18][CH2:17][CH2:16]2)[C:4]=1[CH3:21].Br[C:23]1[CH:28]=[CH:27][C:26]([CH2:29][CH3:30])=[CH:25][CH:24]=1. No catalyst specified. The product is [CH2:29]([C:26]1[CH:27]=[CH:28][C:23]([N:18]2[CH2:19][CH2:20][N:15]([C:5]3[C:4]([CH3:21])=[C:3]([O:2][CH3:1])[C:11]4[O:10][C:9]([CH3:13])([CH3:12])[CH2:8][C:7]=4[C:6]=3[CH3:14])[CH2:16][CH2:17]2)=[CH:24][CH:25]=1)[CH3:30]. The yield is 0.250. (9) The reactants are [F:1][C:2]1[CH:7]=[CH:6][C:5]([C:8]2[C:16]3[C:11](=[CH:12][CH:13]=[C:14]([C:17](=O)[CH3:18])[CH:15]=3)[NH:10][N:9]=2)=[CH:4][CH:3]=1.[NH2:20][C:21]([NH2:23])=[NH:22].C[O-].[Na+].F[C:28](F)(F)C(O)=O. The catalyst is CC#N.O.CO. The product is [F:1][C:2]1[CH:7]=[CH:6][C:5]([C:8]2[C:16]3[C:11](=[CH:12][CH:13]=[C:14]([C:17]4[CH:18]=[CH:28][N:20]=[C:21]([NH2:23])[N:22]=4)[CH:15]=3)[NH:10][N:9]=2)=[CH:4][CH:3]=1. The yield is 0.0300. (10) The reactants are [CH2:1]([O:3][C:4](=[O:23])[CH:5]([C:7]1[N:8](C(OC(C)(C)C)=O)[C:9]2[C:14]([CH:15]=1)=[CH:13][CH:12]=[CH:11][CH:10]=2)[CH3:6])[CH3:2]. The catalyst is ClCCl.C(O)(C(F)(F)F)=O. The product is [NH:8]1[C:9]2[C:14](=[CH:13][CH:12]=[CH:11][CH:10]=2)[CH:15]=[C:7]1[CH:5]([CH3:6])[C:4]([O:3][CH2:1][CH3:2])=[O:23]. The yield is 0.500.